Task: Predict the reaction yield, written as a fraction of the theoretical maximum amount of product (1.0 means a 100% yield; for example, 0.34 means a 34% yield).. Dataset: Reaction yield outcomes from USPTO patents with 853,638 reactions (1) The reactants are [NH2:1][C:2]1([C:5]([O:7][CH3:8])=[O:6])[CH2:4][CH2:3]1.C([O-])(O)=O.[Na+].Cl[C:15]([O:17][CH2:18][C:19]1[CH:24]=[CH:23][CH:22]=[CH:21][CH:20]=1)=[O:16]. The catalyst is C(Cl)Cl.O. The product is [C:19]1([CH2:18][O:17][C:15]([NH:1][C:2]2([C:5]([O:7][CH3:8])=[O:6])[CH2:4][CH2:3]2)=[O:16])[CH:24]=[CH:23][CH:22]=[CH:21][CH:20]=1. The yield is 0.460. (2) The reactants are [CH:1]([N:4]1[C:8](=[O:9])[CH2:7][CH2:6][N:5]1[CH3:10])([CH3:3])[CH3:2].I[CH3:12]. The catalyst is C(#N)C. The product is [CH:1]([N:4]1[C:8](=[O:9])[CH:7]=[C:6]([CH3:12])[N:5]1[CH3:10])([CH3:3])[CH3:2]. The yield is 0.480. (3) The catalyst is CO.O. The reactants are CS[C:3]1[S:4][C:5]2[C:10]([N:11]=1)=[CH:9][CH:8]=[C:7]([C:12]1[CH:13]=[C:14]([CH:20]=[CH:21][CH:22]=1)[C:15]([O:17][CH2:18][CH3:19])=[O:16])[N:6]=2.O[O:24][S:25]([O-:27])=O.[K+].[CH2:29]1COCC1. The product is [CH3:29][S:25]([C:3]1[S:4][C:5]2[C:10]([N:11]=1)=[CH:9][CH:8]=[C:7]([C:12]1[CH:13]=[C:14]([CH:20]=[CH:21][CH:22]=1)[C:15]([O:17][CH2:18][CH3:19])=[O:16])[N:6]=2)(=[O:27])=[O:24]. The yield is 0.940. (4) The reactants are [Br:1][C:2]1[CH:7]=[CH:6][C:5]([NH:8][C:9]2[C:10]([C:20]([OH:22])=O)=[CH:11][C:12]3[N:16]([CH3:17])[CH:15]=[N:14][C:13]=3[C:18]=2[F:19])=[C:4]([Cl:23])[CH:3]=1.[CH:24]([O:26][CH2:27][CH2:28][O:29][NH2:30])=[CH2:25].C1C=CC2N(O)N=NC=2C=1.C(N(CC)CC)C.CCN=C=NCCCN(C)C. The catalyst is CN(C)C=O.C(OCC)(=O)C. The product is [CH:24]([O:26][CH2:27][CH2:28][O:29][NH:30][C:20]([C:10]1[C:9]([NH:8][C:5]2[CH:6]=[CH:7][C:2]([Br:1])=[CH:3][C:4]=2[Cl:23])=[C:18]([F:19])[C:13]2[N:14]=[CH:15][N:16]([CH3:17])[C:12]=2[CH:11]=1)=[O:22])=[CH2:25]. The yield is 0.900. (5) The reactants are [F:1][C:2]1[CH:7]=[C:6]([Br:8])[C:5]([F:9])=[CH:4][C:3]=1[S:10](Cl)(=[O:12])=[O:11].[NH2:14][C:15]1[C:16]([CH3:22])=[N:17][N:18]([CH3:21])[C:19]=1[CH3:20]. The catalyst is N1C=CC=CC=1. The product is [Br:8][C:6]1[CH:7]=[C:2]([F:1])[C:3]([S:10]([NH:14][C:15]2[C:16]([CH3:22])=[N:17][N:18]([CH3:21])[C:19]=2[CH3:20])(=[O:12])=[O:11])=[CH:4][C:5]=1[F:9]. The yield is 0.730. (6) The reactants are C(OC(=O)[NH:7][CH2:8][C:9](=[O:15])[NH:10][CH2:11][CH:12]([F:14])[F:13])(C)(C)C.[ClH:17]. The catalyst is C(OC(=O)C)C. The product is [ClH:17].[NH2:7][CH2:8][C:9]([NH:10][CH2:11][CH:12]([F:14])[F:13])=[O:15]. The yield is 0.930.